From a dataset of Forward reaction prediction with 1.9M reactions from USPTO patents (1976-2016). Predict the product of the given reaction. Given the reactants [Br:1][C:2]1[CH:7]=[CH:6][C:5]([OH:8])=[CH:4][CH:3]=1.[H-].[Na+].[CH2:11](Cl)[O:12][CH3:13], predict the reaction product. The product is: [Br:1][C:2]1[CH:7]=[CH:6][C:5]([O:8][CH2:11][O:12][CH3:13])=[CH:4][CH:3]=1.